From a dataset of Forward reaction prediction with 1.9M reactions from USPTO patents (1976-2016). Predict the product of the given reaction. (1) Given the reactants Br[C:2]1[CH:35]=[CH:34][C:5]([CH2:6][N:7]2[C:11]3[CH:12]=[C:13]([O:16][CH2:17][C:18]4[CH:23]=[CH:22][C:21]([CH3:24])=[CH:20][N:19]=4)[CH:14]=[CH:15][C:10]=3[N:9]=[C:8]2[C@@H:25]2[CH2:30][CH2:29][CH2:28][CH2:27][C@@H:26]2[C:31]([OH:33])=[O:32])=[C:4]([F:36])[CH:3]=1.Cl.[F:38][C:39]1([F:43])[CH2:42][NH:41][CH2:40]1, predict the reaction product. The product is: [F:38][C:39]1([F:43])[CH2:42][N:41]([C:2]2[CH:35]=[CH:34][C:5]([CH2:6][N:7]3[C:11]4[CH:12]=[C:13]([O:16][CH2:17][C:18]5[CH:23]=[CH:22][C:21]([CH3:24])=[CH:20][N:19]=5)[CH:14]=[CH:15][C:10]=4[N:9]=[C:8]3[C@H:25]3[CH2:30][CH2:29][CH2:28][CH2:27][C@H:26]3[C:31]([OH:33])=[O:32])=[C:4]([F:36])[CH:3]=2)[CH2:40]1. (2) Given the reactants Cl[C:2]1[N:7]=[C:6]([N:8]([CH3:27])[CH:9]2[CH2:26][CH2:25][C:12]3([CH2:17][CH2:16][N:15]([C:18]([O:20][C:21]([CH3:24])([CH3:23])[CH3:22])=[O:19])[CH2:14][CH2:13]3)[CH2:11][CH2:10]2)[C:5]([Cl:28])=[CH:4][N:3]=1.Cl.[CH3:30][N:31]1[CH:35]=[C:34]([NH2:36])[CH:33]=[N:32]1.CCN(C(C)C)C(C)C, predict the reaction product. The product is: [Cl:28][C:5]1[C:6]([N:8]([CH3:27])[CH:9]2[CH2:26][CH2:25][C:12]3([CH2:13][CH2:14][N:15]([C:18]([O:20][C:21]([CH3:22])([CH3:23])[CH3:24])=[O:19])[CH2:16][CH2:17]3)[CH2:11][CH2:10]2)=[N:7][C:2]([NH:36][C:34]2[CH:33]=[N:32][N:31]([CH3:30])[CH:35]=2)=[N:3][CH:4]=1. (3) Given the reactants [Br:1][C:2]1[CH:3]=[C:4]2[C:9](=[CH:10][CH:11]=1)[C:8](=O)/[C:7](=[CH:13]/[C:14]1[CH:19]=[CH:18][C:17]([O:20][C:21]([F:24])([F:23])[F:22])=[CH:16][CH:15]=1)/[CH2:6][CH2:5]2.[CH3:25][NH:26][NH2:27], predict the reaction product. The product is: [Br:1][C:2]1[CH:11]=[CH:10][C:9]2[C:8]3[CH:7]([CH:13]([C:14]4[CH:19]=[CH:18][C:17]([O:20][C:21]([F:24])([F:23])[F:22])=[CH:16][CH:15]=4)[N:26]([CH3:25])[N:27]=3)[CH2:6][CH2:5][C:4]=2[CH:3]=1. (4) The product is: [CH2:1]([O:3][C:4]([N:6]1[C:15]2[C:10](=[CH:11][C:12]([C:16]([F:19])([F:18])[F:17])=[CH:13][CH:14]=2)[CH:9]([CH:37]([N:36]=[C:23]([C:30]2[CH:35]=[CH:34][CH:33]=[CH:32][CH:31]=2)[C:24]2[CH:25]=[CH:26][CH:27]=[CH:28][CH:29]=2)[C:38]2[CH:39]=[C:40]([C:48]([F:50])([F:51])[F:49])[CH:41]=[C:42]([C:44]([F:45])([F:46])[F:47])[CH:43]=2)[CH2:8][CH:7]1[CH2:21][CH3:22])=[O:5])[CH3:2]. Given the reactants [CH2:1]([O:3][C:4]([N:6]1[C:15]2[C:10](=[CH:11][C:12]([C:16]([F:19])([F:18])[F:17])=[CH:13][CH:14]=2)[CH:9](Cl)[CH2:8][C@H:7]1[CH2:21][CH3:22])=[O:5])[CH3:2].[C:23](=[N:36][CH2:37][C:38]1[CH:43]=[C:42]([C:44]([F:47])([F:46])[F:45])[CH:41]=[C:40]([C:48]([F:51])([F:50])[F:49])[CH:39]=1)([C:30]1[CH:35]=[CH:34][CH:33]=[CH:32][CH:31]=1)[C:24]1[CH:29]=[CH:28][CH:27]=[CH:26][CH:25]=1.C[Si](C)(C)[N-][Si](C)(C)C.[Na+].C(OC(C)C)(C)C, predict the reaction product.